From a dataset of Full USPTO retrosynthesis dataset with 1.9M reactions from patents (1976-2016). Predict the reactants needed to synthesize the given product. (1) Given the product [CH2:1]([N:8]1[CH2:12][C@@H:11]([C:13]2[CH:14]=[CH:15][CH:16]=[CH:17][CH:18]=2)[C@H:10]([NH:19][CH3:20])[CH2:9]1)[C:2]1[CH:3]=[CH:4][CH:5]=[CH:6][CH:7]=1, predict the reactants needed to synthesize it. The reactants are: [CH2:1]([N:8]1[CH2:12][CH:11]([C:13]2[CH:18]=[CH:17][CH:16]=[CH:15][CH:14]=2)[CH:10]([NH2:19])[CH2:9]1)[C:2]1[CH:7]=[CH:6][CH:5]=[CH:4][CH:3]=1.[C:20]([O-])([O-])=O.[K+].[K+].ClC(OCC)=O.B. (2) Given the product [CH2:88]([N:52]([CH2:48][CH2:49][CH2:50][CH3:51])[C:53]([C:55]1[N:56]=[C:57]([C:64]2[CH:73]=[CH:72][C:67]([C:68]([OH:70])=[O:69])=[CH:66][C:65]=2[C:74]([N:76]2[C@H:85]([CH2:86][OH:87])[CH2:84][C:83]3[C:78](=[CH:79][CH:80]=[CH:81][CH:82]=3)[CH2:77]2)=[O:75])[N:58]([CH2:60][CH2:61][O:62][CH3:63])[CH:59]=1)=[O:54])[CH2:89][CH2:90][CH3:91], predict the reactants needed to synthesize it. The reactants are: C(N(CCCC)C(C1N=C(C2C=CC(C(O)=O)=CC=2C(N2[C@H](CO)CC3C(=CC=CC=3)C2)=O)N(CCC2C=CC=CC=2)C=1)=O)CCC.[CH2:48]([N:52]([CH2:88][CH2:89][CH2:90][CH3:91])[C:53]([C:55]1[N:56]=[C:57]([C:64]2[CH:73]=[CH:72][C:67]([C:68]([O:70]C)=[O:69])=[CH:66][C:65]=2[C:74]([N:76]2[C@H:85]([CH2:86][OH:87])[CH2:84][C:83]3[C:78](=[CH:79][CH:80]=[CH:81][CH:82]=3)[CH2:77]2)=[O:75])[N:58]([CH2:60][CH2:61][O:62][CH3:63])[CH:59]=1)=[O:54])[CH2:49][CH2:50][CH3:51].